Dataset: Catalyst prediction with 721,799 reactions and 888 catalyst types from USPTO. Task: Predict which catalyst facilitates the given reaction. (1) Reactant: [C:1]([C:5]1([C:8]2[CH:13]=[CH:12][C:11]([C:14]3[CH:19]=[CH:18][C:17]([O:20][C:21]([F:24])([F:23])[F:22])=[CH:16][CH:15]=3)=[CH:10][N:9]=2)[CH2:7][O:6]1)([CH3:4])([CH3:3])[CH3:2].[NH:25]1[CH:29]=[N:28][N:27]=[N:26]1.C([O-])([O-])=O.[K+].[K+].O. Product: [CH3:2][C:1]([CH3:4])([CH3:3])[C:5]([C:8]1[CH:13]=[CH:12][C:11]([C:14]2[CH:15]=[CH:16][C:17]([O:20][C:21]([F:24])([F:23])[F:22])=[CH:18][CH:19]=2)=[CH:10][N:9]=1)([OH:6])[CH2:7][N:25]1[CH:29]=[N:28][N:27]=[N:26]1. The catalyst class is: 16. (2) Reactant: [OH:1][C:2]1([C:8]([O:10][CH3:11])=[O:9])[CH2:7][CH2:6][NH:5][CH2:4][CH2:3]1.C(N(CC)CC)C.[C:19](O[C:19]([O:21][C:22]([CH3:25])([CH3:24])[CH3:23])=[O:20])([O:21][C:22]([CH3:25])([CH3:24])[CH3:23])=[O:20].CO. Product: [OH:1][C:2]1([C:8]([O:10][CH3:11])=[O:9])[CH2:3][CH2:4][N:5]([C:19]([O:21][C:22]([CH3:25])([CH3:24])[CH3:23])=[O:20])[CH2:6][CH2:7]1. The catalyst class is: 4. (3) Reactant: [OH:1][C:2]1[CH:7]=[C:6]([O:8][CH3:9])[CH:5]=[CH:4][C:3]=1[C:10]([C:12]1[CH:17]=[CH:16][CH:15]=[C:14]([O:18][CH2:19][C:20]2[N:21]=[C:22]([C:26]3[CH:31]=[CH:30][CH:29]=[CH:28][CH:27]=3)[O:23][C:24]=2[CH3:25])[CH:13]=1)=[O:11].Br[CH2:33][C:34]([O:36][CH2:37][CH3:38])=[O:35].C(=O)([O-])[O-].[K+].[K+].CN(C)C=O. Product: [C:34]([O:36][CH2:37][CH2:38][O:1][C:2]1[CH:7]=[C:6]([O:8][CH3:9])[CH:5]=[CH:4][C:3]=1[C:10](=[O:11])[C:12]1[CH:17]=[CH:16][CH:15]=[C:14]([O:18][CH2:19][C:20]2[N:21]=[C:22]([C:26]3[CH:27]=[CH:28][CH:29]=[CH:30][CH:31]=3)[O:23][C:24]=2[CH3:25])[CH:13]=1)(=[O:35])[CH3:33]. The catalyst class is: 6.